Dataset: Forward reaction prediction with 1.9M reactions from USPTO patents (1976-2016). Task: Predict the product of the given reaction. Given the reactants C(OC([N:8]1[CH2:14][CH2:13][C:12](=[O:15])[N:11]([CH2:16][CH2:17][CH2:18][N:19]2[CH2:24][CH2:23][CH2:22][CH2:21][CH2:20]2)[CH2:10][CH2:9]1)=O)(C)(C)C.[ClH:25].CO, predict the reaction product. The product is: [ClH:25].[ClH:25].[N:19]1([CH2:18][CH2:17][CH2:16][N:11]2[C:12](=[O:15])[CH2:13][CH2:14][NH:8][CH2:9][CH2:10]2)[CH2:20][CH2:21][CH2:22][CH2:23][CH2:24]1.